Dataset: Full USPTO retrosynthesis dataset with 1.9M reactions from patents (1976-2016). Task: Predict the reactants needed to synthesize the given product. Given the product [CH3:31][S:30][C:27]1[CH:28]=[CH:29][C:24]([NH:23][C:20]2[CH:21]=[CH:22][C:17]([C:14]3[CH:15]=[CH:16][C:11]([CH:8]4[CH2:7][CH2:6][CH:5]([CH2:4][C:3]([OH:32])=[O:2])[CH2:10][CH2:9]4)=[CH:12][CH:13]=3)=[N:18][CH:19]=2)=[N:25][CH:26]=1, predict the reactants needed to synthesize it. The reactants are: C[O:2][C:3](=[O:32])[CH2:4][CH:5]1[CH2:10][CH2:9][CH:8]([C:11]2[CH:16]=[CH:15][C:14]([C:17]3[CH:22]=[CH:21][C:20]([NH:23][C:24]4[CH:29]=[CH:28][C:27]([S:30][CH3:31])=[CH:26][N:25]=4)=[CH:19][N:18]=3)=[CH:13][CH:12]=2)[CH2:7][CH2:6]1.[Li+].[OH-].